From a dataset of Full USPTO retrosynthesis dataset with 1.9M reactions from patents (1976-2016). Predict the reactants needed to synthesize the given product. (1) Given the product [CH3:1][N:2]([C:13](=[O:38])[C:14]1[CH:19]=[C:18]([CH2:20][C:21]2[C:22](=[O:33])[C:23]([O:31][CH3:32])=[C:24]([O:29][CH3:30])[C:25](=[O:28])[C:26]=2[CH3:27])[CH:17]=[CH:16][C:15]=1[OH:34])[C:3]1[CH:4]=[CH:5][C:6]([C:9]([F:11])([F:12])[F:10])=[CH:7][CH:8]=1, predict the reactants needed to synthesize it. The reactants are: [CH3:1][N:2]([C:13](=[O:38])[C:14]1[CH:19]=[C:18]([CH2:20][C:21]2[C:22](=[O:33])[C:23]([O:31][CH3:32])=[C:24]([O:29][CH3:30])[C:25](=[O:28])[C:26]=2[CH3:27])[CH:17]=[CH:16][C:15]=1[O:34]C(=O)C)[C:3]1[CH:8]=[CH:7][C:6]([C:9]([F:12])([F:11])[F:10])=[CH:5][CH:4]=1.C(=O)([O-])O.[Na+]. (2) Given the product [F:1][C:2]1[CH:16]=[C:15]([CH:14]=[CH:13][C:3]=1[O:4][CH2:5][CH2:6][N:7]1[CH2:8][CH2:9][O:10][CH2:11][CH2:12]1)[NH2:17], predict the reactants needed to synthesize it. The reactants are: [F:1][C:2]1[CH:16]=[C:15]([N+:17]([O-])=O)[CH:14]=[CH:13][C:3]=1[O:4][CH2:5][CH2:6][N:7]1[CH2:12][CH2:11][O:10][CH2:9][CH2:8]1.